This data is from Forward reaction prediction with 1.9M reactions from USPTO patents (1976-2016). The task is: Predict the product of the given reaction. (1) Given the reactants [C:1]([O:9][CH:10]1[CH2:16][CH2:15][CH:14]2[CH:11]1[CH2:12][C:13]2=[O:17])(=[O:8])[C:2]1[CH:7]=[CH:6][CH:5]=[CH:4][CH:3]=1.C1(C)C=C(C)C=C(C)C=1S(O[NH2:30])(=O)=O, predict the reaction product. The product is: [C:1]([O:9][CH:10]1[CH:11]2[CH:14]([C:13](=[O:17])[NH:30][CH2:12]2)[CH2:15][CH2:16]1)(=[O:8])[C:2]1[CH:7]=[CH:6][CH:5]=[CH:4][CH:3]=1.[C:1]([O:9][CH:10]1[CH:11]2[CH:14]([NH:30][C:13](=[O:17])[CH2:12]2)[CH2:15][CH2:16]1)(=[O:8])[C:2]1[CH:7]=[CH:6][CH:5]=[CH:4][CH:3]=1. (2) Given the reactants [N:1]([CH2:8][CH2:9][OH:10])([CH2:5][CH2:6][OH:7])[CH2:2][CH2:3][OH:4].[CH2:11]1[CH2:18][O:17][S:14](=[O:16])(=[O:15])[CH2:13][CH2:12]1, predict the reaction product. The product is: [OH:4][CH2:3][CH2:2][N+:1]([CH2:8][CH2:9][OH:10])([CH2:5][CH2:6][OH:7])[CH2:18][CH2:11][CH2:12][CH2:13][S:14]([O-:17])(=[O:16])=[O:15].